Predict the reactants needed to synthesize the given product. From a dataset of Full USPTO retrosynthesis dataset with 1.9M reactions from patents (1976-2016). Given the product [CH3:1][O:2][C:3]([C:5]1[N:6]([CH2:25][C:26]2[CH:27]=[CH:28][CH:29]=[CH:30][CH:31]=2)[C:7](=[O:24])[C:8]2[C:13]([C:14]=1[C:35]1[CH:36]=[CH:37][C:38]([F:39])=[C:33]([Cl:32])[CH:34]=1)=[CH:12][C:11]([Cl:23])=[CH:10][CH:9]=2)=[O:4], predict the reactants needed to synthesize it. The reactants are: [CH3:1][O:2][C:3]([C:5]1[N:6]([CH2:25][C:26]2[CH:31]=[CH:30][CH:29]=[CH:28][CH:27]=2)[C:7](=[O:24])[C:8]2[C:13]([C:14]=1OS(C(F)(F)F)(=O)=O)=[CH:12][C:11]([Cl:23])=[CH:10][CH:9]=2)=[O:4].[Cl:32][C:33]1[CH:34]=[C:35](B(O)O)[CH:36]=[CH:37][C:38]=1[F:39].